Dataset: Forward reaction prediction with 1.9M reactions from USPTO patents (1976-2016). Task: Predict the product of the given reaction. Given the reactants [CH3:1][C:2]1[C:6]([CH2:7][N:8]2[CH:12]=[C:11]([N:13]3[C:17](=[O:18])[CH2:16][NH:15][C:14]3=[O:19])[CH:10]=[N:9]2)=[C:5]([CH3:20])[O:4][N:3]=1.Br[CH2:22][C:23]1[CH:28]=[CH:27][CH:26]=[C:25]([CH3:29])[CH:24]=1, predict the reaction product. The product is: [CH3:1][C:2]1[C:6]([CH2:7][N:8]2[CH:12]=[C:11]([N:13]3[C:17](=[O:18])[CH2:16][N:15]([CH2:22][C:23]4[CH:28]=[CH:27][CH:26]=[C:25]([CH3:29])[CH:24]=4)[C:14]3=[O:19])[CH:10]=[N:9]2)=[C:5]([CH3:20])[O:4][N:3]=1.